From a dataset of Reaction yield outcomes from USPTO patents with 853,638 reactions. Predict the reaction yield, written as a fraction of the theoretical maximum amount of product (1.0 means a 100% yield; for example, 0.34 means a 34% yield). (1) The reactants are I[CH2:2][C@@H:3]([CH3:16])[CH2:4][N:5]1[C:14]2[C:9](=[CH:10][CH:11]=[CH:12][CH:13]=2)[CH2:8][CH2:7][C:6]1=[O:15].[CH2:17]([CH:22]1[CH2:28][CH:27]2[NH:29][CH:24]([CH2:25][CH2:26]2)[CH2:23]1)[CH2:18][CH2:19][CH2:20][CH3:21]. The catalyst is CC#N. The product is [CH3:16][C@H:3]([CH2:2][N:29]1[CH:24]2[CH2:25][CH2:26][CH:27]1[CH2:28][CH:22]([CH2:17][CH2:18][CH2:19][CH2:20][CH3:21])[CH2:23]2)[CH2:4][N:5]1[C:14]2[C:9](=[CH:10][CH:11]=[CH:12][CH:13]=2)[CH2:8][CH2:7][C:6]1=[O:15]. The yield is 0.350. (2) The reactants are [C:1]([C:5]1[CH:9]=[C:8]([NH2:10])[N:7]([C:11]2[CH:16]=[CH:15][C:14]([CH3:17])=[CH:13][C:12]=2[CH3:18])[N:6]=1)([CH3:4])([CH3:3])[CH3:2].C([O-])([O-])=O.[K+].[K+].Cl[C:26]([O:28][C:29]1[CH:34]=[CH:33][CH:32]=[CH:31][CH:30]=1)=[O:27]. The catalyst is C(Cl)Cl. The product is [C:1]([C:5]1[CH:9]=[C:8]([NH:10][C:26](=[O:27])[O:28][C:29]2[CH:34]=[CH:33][CH:32]=[CH:31][CH:30]=2)[N:7]([C:11]2[CH:16]=[CH:15][C:14]([CH3:17])=[CH:13][C:12]=2[CH3:18])[N:6]=1)([CH3:4])([CH3:3])[CH3:2]. The yield is 0.450. (3) The reactants are [CH3:1][C:2]([N:7]1[CH2:12][CH2:11][CH:10]([C:13]2[S:14][C:15]([C:18]3[CH:23]=[CH:22][C:21]([NH:24][C:25]([NH:27][C:28]4[CH:33]=[C:32](F)[C:31](F)=[CH:30][C:29]=4[F:36])=[O:26])=[CH:20][CH:19]=3)=[CH:16][N:17]=2)[CH2:9][CH2:8]1)([CH3:6])[C:3]([OH:5])=[O:4].FC1C=CC=CC=1NC(=O)NC1C=CC(C2SC(C3CCN(C(C)(C)C(OC(C)(C)C)=O)CC3)=NC=2)=CC=1.Cl. The catalyst is C(O)(C)C. The product is [F:36][C:29]1[CH:30]=[CH:31][CH:32]=[CH:33][C:28]=1[NH:27][C:25](=[O:26])[NH:24][C:21]1[CH:20]=[CH:19][C:18]([C:15]2[S:14][C:13]([CH:10]3[CH2:9][CH2:8][N:7]([C:2]([CH3:1])([CH3:6])[C:3]([OH:5])=[O:4])[CH2:12][CH2:11]3)=[N:17][CH:16]=2)=[CH:23][CH:22]=1. The yield is 0.800.